Predict the product of the given reaction. From a dataset of Forward reaction prediction with 1.9M reactions from USPTO patents (1976-2016). (1) Given the reactants C[O:2][C:3]1[CH:20]=[CH:19][C:6]2[CH2:7][CH2:8][N:9]([C:12]([O:14]C(C)(C)C)=O)[CH2:10][CH2:11][C:5]=2[CH:4]=1.C(Cl)Cl.CCN(CC)CC.[F:31][C:32]([F:43])([F:42])C(OC(=O)[C:32]([F:43])([F:42])[F:31])=O.C([O-])(O)=O.[Na+].[Al+3].[Cl-].[Cl-].[Cl-].[C:53](Cl)(=[O:55])[CH3:54].B(Cl)(Cl)Cl.Cl, predict the reaction product. The product is: [OH:2][C:3]1[C:20]([C:53](=[O:55])[CH3:54])=[CH:19][C:6]2[CH2:7][CH2:8][N:9]([C:12](=[O:14])[C:32]([F:43])([F:42])[F:31])[CH2:10][CH2:11][C:5]=2[CH:4]=1. (2) Given the reactants [CH3:1][C:2]1([CH3:10])[CH2:7][CH:6]([CH3:8])[CH2:5][C:4](=[O:9])[CH2:3]1.[CH3:11][C:12]([CH2:14][CH2:15]O)=[CH2:13], predict the reaction product. The product is: [CH3:11][C:12]1[CH2:13][C:4]2([CH2:5][CH:6]([CH3:8])[CH2:7][C:2]([CH3:10])([CH3:1])[CH2:3]2)[O:9][CH2:15][CH:14]=1. (3) Given the reactants [F:1][C:2]1([F:9])[CH2:7][CH2:6][CH:5]([OH:8])[CH2:4][CH2:3]1.[CH3:10][S:11](Cl)(=[O:13])=[O:12], predict the reaction product. The product is: [CH3:10][S:11]([O:8][CH:5]1[CH2:6][CH2:7][C:2]([F:9])([F:1])[CH2:3][CH2:4]1)(=[O:13])=[O:12]. (4) Given the reactants COC1C=C(OC)C=CC=1C[NH:6][C:7]1[C:8]2[CH:15]=[CH:14][N:13]([C@H:16]3[C@H:23]4[C@H:19]([O:20]C(C)(C)[O:22]4)[C@@H:18]([CH2:26][N:27]([CH3:47])[CH:28]4[CH2:31][CH:30]([CH2:32][CH2:33][C:34]5[NH:38][C:37]6[CH:39]=[CH:40][C:41]([CH:43]7[CH2:46][O:45][CH2:44]7)=[CH:42][C:36]=6[N:35]=5)[CH2:29]4)[CH2:17]3)[C:9]=2[N:10]=[CH:11][N:12]=1.FC(F)(F)C(O)=O.O, predict the reaction product. The product is: [NH2:6][C:7]1[C:8]2[CH:15]=[CH:14][N:13]([C@@H:16]3[CH2:17][C@H:18]([CH2:26][N:27]([CH3:47])[CH:28]4[CH2:31][CH:30]([CH2:32][CH2:33][C:34]5[NH:38][C:37]6[CH:39]=[CH:40][C:41]([CH:43]7[CH2:44][O:45][CH2:46]7)=[CH:42][C:36]=6[N:35]=5)[CH2:29]4)[C@@H:19]([OH:20])[C@H:23]3[OH:22])[C:9]=2[N:10]=[CH:11][N:12]=1. (5) The product is: [N:19]12[CH2:26][CH2:25][CH:22]([CH2:23][CH2:24]1)[C@@H:21]([NH:27][C:3]([C:5]1[S:6][C:7]([CH:10]=[CH:11][C:12]3[CH:17]=[CH:16][CH:15]=[C:14]([Cl:18])[CH:13]=3)=[CH:8][CH:9]=1)=[O:4])[CH2:20]2. Given the reactants CO[C:3]([C:5]1[S:6][C:7]([CH:10]=[CH:11][C:12]2[CH:17]=[CH:16][CH:15]=[C:14]([Cl:18])[CH:13]=2)=[CH:8][CH:9]=1)=[O:4].[N:19]12[CH2:26][CH2:25][CH:22]([CH2:23][CH2:24]1)[C@@H:21]([NH:27]C(C1SC(C3N=C(C)SC=3)=CC=1)=O)[CH2:20]2, predict the reaction product. (6) Given the reactants [Br:1][C:2]1[C:7]([CH3:8])=[CH:6][C:5]([OH:9])=[CH:4][C:3]=1[CH3:10].[CH2:11]([O:13][CH2:14][CH2:15]Cl)[CH3:12], predict the reaction product. The product is: [Br:1][C:2]1[C:7]([CH3:8])=[CH:6][C:5]([O:9][CH2:12][CH2:11][O:13][CH2:14][CH3:15])=[CH:4][C:3]=1[CH3:10]. (7) Given the reactants FC(F)(F)C(O)=O.[CH3:8][C:9]1[CH:14]=[C:13]([C:15](=[O:28])[NH:16][CH:17]2[CH2:22][CH2:21][N:20]([CH2:23][C:24]([F:27])([F:26])[F:25])[CH2:19][CH2:18]2)[CH:12]=[CH:11][C:10]=1[C:29]1[CH:34]=[CH:33][C:32]([CH2:35][C@H:36]([NH:51][C:52]([C@H:54]2[CH2:59][CH2:58][C@H:57]([CH2:60][NH:61]C(=O)OC(C)(C)C)[CH2:56][CH2:55]2)=[O:53])[C:37](=[O:50])[NH:38][C:39]2[CH:44]=[CH:43][C:42]([C:45]3[N:46]=[N:47][NH:48][N:49]=3)=[CH:41][CH:40]=2)=[CH:31][CH:30]=1.[ClH:69], predict the reaction product. The product is: [ClH:69].[NH2:61][CH2:60][C@H:57]1[CH2:56][CH2:55][C@H:54]([C:52]([NH:51][C@H:36]([C:37](=[O:50])[NH:38][C:39]2[CH:44]=[CH:43][C:42]([C:45]3[N:46]=[N:47][NH:48][N:49]=3)=[CH:41][CH:40]=2)[CH2:35][C:32]2[CH:33]=[CH:34][C:29]([C:10]3[CH:11]=[CH:12][C:13]([C:15]([NH:16][CH:17]4[CH2:18][CH2:19][N:20]([CH2:23][C:24]([F:26])([F:27])[F:25])[CH2:21][CH2:22]4)=[O:28])=[CH:14][C:9]=3[CH3:8])=[CH:30][CH:31]=2)=[O:53])[CH2:59][CH2:58]1.